This data is from Catalyst prediction with 721,799 reactions and 888 catalyst types from USPTO. The task is: Predict which catalyst facilitates the given reaction. Reactant: [H-].[Na+].[Br:3][C:4]1[CH:5]=[N:6][CH:7]=[CH:8][C:9]=1[CH:10]([OH:12])[CH3:11].I[CH3:14]. Product: [Br:3][C:4]1[CH:5]=[N:6][CH:7]=[CH:8][C:9]=1[CH:10]([O:12][CH3:14])[CH3:11]. The catalyst class is: 3.